This data is from Forward reaction prediction with 1.9M reactions from USPTO patents (1976-2016). The task is: Predict the product of the given reaction. (1) Given the reactants [OH:1][C@@:2]1([CH2:16][CH2:17]OS(C2C=CC(C)=CC=2)(=O)=O)[CH2:7][C@H:6]2[CH2:8][CH2:9][C@@H:3]1[CH:4]=[C:5]2[C:10]1[CH:15]=[CH:14][CH:13]=[CH:12][CH:11]=1.[CH3:29][NH2:30], predict the reaction product. The product is: [CH3:29][NH:30][CH2:17][CH2:16][C:2]1([OH:1])[CH2:7][CH:6]2[CH2:8][CH2:9][CH:3]1[CH:4]=[C:5]2[C:10]1[CH:15]=[CH:14][CH:13]=[CH:12][CH:11]=1. (2) Given the reactants [NH2:1][C:2]1[CH:3]=[CH:4][C:5]([OH:12])=[C:6]([CH:11]=1)[C:7]([O:9][CH3:10])=[O:8].[C:13](O)(=[O:33])[CH2:14][CH2:15][CH2:16]/[CH:17]=[CH:18]\[CH2:19]/[CH:20]=[CH:21]\[CH2:22]/[CH:23]=[CH:24]\[CH2:25]/[CH:26]=[CH:27]\[CH2:28][CH2:29][CH2:30][CH2:31][CH3:32].CCN=C=NCCCN(C)C.Cl.CN(C1C=CC=CN=1)C, predict the reaction product. The product is: [OH:12][C:5]1[CH:4]=[CH:3][C:2]([NH:1][C:13](=[O:33])[CH2:14][CH2:15][CH2:16]/[CH:17]=[CH:18]\[CH2:19]/[CH:20]=[CH:21]\[CH2:22]/[CH:23]=[CH:24]\[CH2:25]/[CH:26]=[CH:27]\[CH2:28][CH2:29][CH2:30][CH2:31][CH3:32])=[CH:11][C:6]=1[C:7]([O:9][CH3:10])=[O:8]. (3) Given the reactants [CH3:1][O:2][C:3]1[C:11]2[N:10]=[C:9]([CH2:12][CH2:13][CH3:14])[NH:8][C:7]=2[CH:6]=[CH:5][CH:4]=1.Br[CH2:16][C:17]1[CH:36]=[CH:35][C:20]2/[C:21](=[C:31](/[CH3:34])\[C:32]#[N:33])/[C:22]3[CH:29]=[CH:28][C:27]([F:30])=[CH:26][C:23]=3[O:24][CH2:25][C:19]=2[CH:18]=1, predict the reaction product. The product is: [F:30][C:27]1[CH:28]=[CH:29][C:22]2=[C:23]([CH:26]=1)[O:24][CH2:25][C:19]1[CH:18]=[C:17]([CH2:16][N:8]3[C:7]4[CH:6]=[CH:5][CH:4]=[C:3]([O:2][CH3:1])[C:11]=4[N:10]=[C:9]3[CH2:12][CH2:13][CH3:14])[CH:36]=[CH:35][C:20]=1/[C:21]/2=[C:31](/[CH3:34])\[C:32]#[N:33]. (4) Given the reactants [F:1][C:2]([F:22])([F:21])[S:3][C:4]1[CH:5]=[C:6]([CH:18]=[CH:19][CH:20]=1)[CH2:7][O:8][CH2:9][C:10]1[O:14][N:13]=[C:12]([C:15]([OH:17])=O)[CH:11]=1.C(N(CC)CC)C.Cl.C(N=C=NCCCN(C)C)C.ON1C2C=CC=CC=2N=N1.[O:52]1[CH2:56][CH2:55][CH:54]([CH2:57][NH2:58])[CH2:53]1, predict the reaction product. The product is: [O:52]1[CH2:56][CH2:55][CH:54]([CH2:57][NH:58][C:15]([C:12]2[CH:11]=[C:10]([CH2:9][O:8][CH2:7][C:6]3[CH:18]=[CH:19][CH:20]=[C:4]([S:3][C:2]([F:1])([F:22])[F:21])[CH:5]=3)[O:14][N:13]=2)=[O:17])[CH2:53]1. (5) Given the reactants ClCCN1CCOCC1.CS(OC1CCN(C(OC(C)(C)C)=O)CC1)(=O)=O.[F:28][C:29]1[CH:34]=[CH:33][C:32]([CH:35]([OH:67])[C:36]2[N:45]=[C:44]([NH:46][C:47]3[CH:51]=[C:50]([CH3:52])[NH:49][N:48]=3)[C:43]3[C:38](=[CH:39][C:40]([O:53][CH:54]4[CH2:59][CH2:58][N:57](C(OC(C)(C)C)=O)[CH2:56][CH2:55]4)=[CH:41][CH:42]=3)[N:37]=2)=[CH:31][CH:30]=1.Cl.O1CCOCC1, predict the reaction product. The product is: [F:28][C:29]1[CH:30]=[CH:31][C:32]([CH:35]([C:36]2[N:45]=[C:44]([NH:46][C:47]3[CH:51]=[C:50]([CH3:52])[NH:49][N:48]=3)[C:43]3[C:38](=[CH:39][C:40]([O:53][CH:54]4[CH2:55][CH2:56][NH:57][CH2:58][CH2:59]4)=[CH:41][CH:42]=3)[N:37]=2)[OH:67])=[CH:33][CH:34]=1. (6) Given the reactants [CH3:1][C:2]([C:7]1[CH:12]=[CH:11][CH:10]=[CH:9][CH:8]=1)([CH3:6])[C:3](O)=[O:4].S(Cl)(Cl)=O.C(=O)([O-])[O-].[K+].[K+].Cl.[CH3:24][NH:25][O:26][CH3:27].Cl, predict the reaction product. The product is: [CH3:27][O:26][N:25]([CH3:24])[C:3](=[O:4])[C:2]([CH3:6])([C:7]1[CH:12]=[CH:11][CH:10]=[CH:9][CH:8]=1)[CH3:1].